This data is from Forward reaction prediction with 1.9M reactions from USPTO patents (1976-2016). The task is: Predict the product of the given reaction. (1) Given the reactants [Br:1][C:2]1[CH:3]=[C:4]([NH:13][CH:14]2[CH2:19][CH2:18][O:17][CH2:16][CH2:15]2)[C:5]([CH3:12])=[C:6]([CH:11]=1)[C:7]([O:9][CH3:10])=[O:8].C=O.[C:22](O)(=O)C.C(O[BH-](OC(=O)C)OC(=O)C)(=O)C.[Na+], predict the reaction product. The product is: [Br:1][C:2]1[CH:3]=[C:4]([N:13]([CH3:22])[CH:14]2[CH2:19][CH2:18][O:17][CH2:16][CH2:15]2)[C:5]([CH3:12])=[C:6]([CH:11]=1)[C:7]([O:9][CH3:10])=[O:8]. (2) Given the reactants FC(F)(F)C(O)=O.[CH3:8][O:9][C:10]1[CH:37]=[CH:36][C:13]([CH2:14][N:15]2[CH:19]=[C:18]([C:20]3[CH:21]=[C:22]4[N:27]([C:28]5[CH:29]=[C:30]([CH:32]=[CH:33][C:34]=5[CH3:35])[NH2:31])[CH:26]=[CH:25][N:23]4[N:24]=3)[CH:17]=[N:16]2)=[CH:12][CH:11]=1.[N:38]1([C:44]2[CH:45]=[C:46]([CH:50]=[C:51]([S:53]([F:58])([F:57])([F:56])([F:55])[F:54])[CH:52]=2)[C:47](O)=[O:48])[CH2:43][CH2:42][O:41][CH2:40][CH2:39]1.CN(C(ON1N=NC2C=CC=NC1=2)=[N+](C)C)C.F[P-](F)(F)(F)(F)F.CN1CCOCC1.[OH-].[Na+], predict the reaction product. The product is: [CH3:8][O:9][C:10]1[CH:11]=[CH:12][C:13]([CH2:14][N:15]2[CH:19]=[C:18]([C:20]3[CH:21]=[C:22]4[N:27]([C:28]5[CH:29]=[C:30]([NH:31][C:47](=[O:48])[C:46]6[CH:50]=[C:51]([S:53]([F:58])([F:54])([F:55])([F:56])[F:57])[CH:52]=[C:44]([N:38]7[CH2:43][CH2:42][O:41][CH2:40][CH2:39]7)[CH:45]=6)[CH:32]=[CH:33][C:34]=5[CH3:35])[CH:26]=[CH:25][N:23]4[N:24]=3)[CH:17]=[N:16]2)=[CH:36][CH:37]=1. (3) Given the reactants [CH3:1][O:2][C:3]1[CH:8]=[CH:7][C:6]([C:9]2[N:10]=[C:11]([C:34]([F:37])([F:36])[F:35])[O:12][C:13]=2[C:14]2[CH:33]=[CH:32][C:17]([O:18][CH2:19][CH2:20][N:21]3C(=O)C4C(=CC=CC=4)C3=O)=[CH:16][CH:15]=2)=[CH:5][CH:4]=1, predict the reaction product. The product is: [CH3:1][O:2][C:3]1[CH:4]=[CH:5][C:6]([C:9]2[N:10]=[C:11]([C:34]([F:37])([F:35])[F:36])[O:12][C:13]=2[C:14]2[CH:33]=[CH:32][C:17]([O:18][CH2:19][CH2:20][NH2:21])=[CH:16][CH:15]=2)=[CH:7][CH:8]=1. (4) Given the reactants [Cl:1][C:2]1[CH:3]=[CH:4][C:5]([F:12])=[C:6]([CH:8]([OH:11])[CH2:9][CH3:10])[CH:7]=1.[Cr](Cl)([O-])(=O)=O.[NH+]1C=CC=CC=1, predict the reaction product. The product is: [Cl:1][C:2]1[CH:3]=[CH:4][C:5]([F:12])=[C:6]([C:8](=[O:11])[CH2:9][CH3:10])[CH:7]=1. (5) Given the reactants [Br:1][C:2]1[CH:7]=[CH:6][N:5]=[C:4]2[N:8]([S:12]([C:15]3[CH:21]=[CH:20][C:18]([CH3:19])=[CH:17][CH:16]=3)(=[O:14])=[O:13])[C:9](I)=[CH:10][C:3]=12.CC1(C)C(C)(C)OB([C:30]2[CH2:35][CH2:34][N:33]([C:36]([O:38][C:39]([CH3:42])([CH3:41])[CH3:40])=[O:37])[CH2:32][CH:31]=2)O1.C(=O)(O)[O-].[Na+].S([O-])([O-])(=O)=S.[Na+].[Na+], predict the reaction product. The product is: [Br:1][C:2]1[CH:7]=[CH:6][N:5]=[C:4]2[N:8]([S:12]([C:15]3[CH:21]=[CH:20][C:18]([CH3:19])=[CH:17][CH:16]=3)(=[O:14])=[O:13])[C:9]([C:30]3[CH2:35][CH2:34][N:33]([C:36]([O:38][C:39]([CH3:42])([CH3:41])[CH3:40])=[O:37])[CH2:32][CH:31]=3)=[CH:10][C:3]=12.